This data is from Full USPTO retrosynthesis dataset with 1.9M reactions from patents (1976-2016). The task is: Predict the reactants needed to synthesize the given product. (1) Given the product [Cl:1][C:2]1[CH:7]=[C:6]([C:8]2[CH:9]=[CH:10][CH:11]=[C:12]([Cl:14])[C:13]=2[Cl:19])[N:5]=[C:4]([NH2:18])[N:3]=1, predict the reactants needed to synthesize it. The reactants are: [Cl:1][C:2]1[CH:7]=[C:6]([C:8]2[CH:13]=[C:12]([Cl:14])[CH:11]=[CH:10][C:9]=2OCC)[N:5]=[C:4]([NH2:18])[N:3]=1.[Cl:19]C1C(Cl)=CC=CC=1B(O)O.NC1N=C(Cl)C=C(Cl)N=1. (2) Given the product [CH3:15][O:12][CH2:11][CH:8]1[CH2:7][CH2:6][C:5](=[O:1])[CH2:10][CH2:9]1, predict the reactants needed to synthesize it. The reactants are: [O:1]1[C:5]2([CH2:10][CH2:9][CH:8]([CH2:11][OH:12])[CH2:7][CH2:6]2)OCC1.[H-].[Na+].[CH3:15]I.O. (3) Given the product [CH2:1]([O:8][CH2:9][C:10]([N:12]([CH2:26][C:27]1[CH:28]=[CH:29][C:30]([C:33]#[C:34][C:35]2[CH:40]=[CH:39][C:38]([CH2:41][CH2:42][CH2:43][CH3:44])=[CH:37][CH:36]=2)=[CH:31][CH:32]=1)[C:13]1[CH:25]=[CH:24][C:16]([OH:17])=[C:15]([CH:14]=1)[C:20]([OH:21])=[O:19])=[O:11])[C:2]1[CH:3]=[CH:4][CH:5]=[CH:6][CH:7]=1, predict the reactants needed to synthesize it. The reactants are: [CH2:1]([O:8][CH2:9][C:10]([N:12]([CH2:26][C:27]1[CH:32]=[CH:31][C:30]([C:33]#[C:34][C:35]2[CH:40]=[CH:39][C:38]([CH2:41][CH2:42][CH2:43][CH3:44])=[CH:37][CH:36]=2)=[CH:29][CH:28]=1)[C:13]1[CH:25]=[CH:24][C:16]2[O:17]C(C)(C)[O:19][C:20](=[O:21])[C:15]=2[CH:14]=1)=[O:11])[C:2]1[CH:7]=[CH:6][CH:5]=[CH:4][CH:3]=1.[OH-].[Na+]. (4) Given the product [CH2:1]([O:3][C:4]([C:5]1[CH:29]2[C:24]([N:18]3[CH2:19][CH2:20][O:21][CH2:22][CH2:23]3)([C:25](=[O:30])[NH:26][CH2:27][CH2:28]2)[N:7]([C:8]2[CH:13]=[CH:12][C:11]([O:14][CH3:15])=[CH:10][CH:9]=2)[N:6]=1)=[O:17])[CH3:2], predict the reactants needed to synthesize it. The reactants are: [CH2:1]([O:3][C:4](=[O:17])[C:5](Cl)=[N:6][NH:7][C:8]1[CH:13]=[CH:12][C:11]([O:14][CH3:15])=[CH:10][CH:9]=1)[CH3:2].[N:18]1([C:24]2[C:25](=[O:30])[NH:26][CH2:27][CH2:28][CH:29]=2)[CH2:23][CH2:22][O:21][CH2:20][CH2:19]1.C(N(CC)CC)C.O. (5) Given the product [NH:7]1[C:10](=[O:11])[C:9](=[O:13])[NH:8][C:3]2[CH:2]=[N:1][CH:6]=[CH:5][C:4]1=2, predict the reactants needed to synthesize it. The reactants are: [N:1]1[CH:6]=[CH:5][C:4]([NH2:7])=[C:3]([NH2:8])[CH:2]=1.[C:9](O)(=[O:13])[C:10](O)=[O:11].